From a dataset of CYP2C19 inhibition data for predicting drug metabolism from PubChem BioAssay. Regression/Classification. Given a drug SMILES string, predict its absorption, distribution, metabolism, or excretion properties. Task type varies by dataset: regression for continuous measurements (e.g., permeability, clearance, half-life) or binary classification for categorical outcomes (e.g., BBB penetration, CYP inhibition). Dataset: cyp2c19_veith. (1) The drug is CCOC(=O)C1=C(C)C(c2ccccc2OC)NC(=S)N1. The result is 1 (inhibitor). (2) The drug is Cc1ccc(SCCNC(=O)c2ccccc2)cc1. The result is 1 (inhibitor). (3) The compound is COc1ccc(N(C)S(=O)(=O)c2ccc3c(c2)CCC(=O)N3)cc1. The result is 1 (inhibitor). (4) The molecule is CC1(C)O[C@H]2O[C@@H]([C@H](O)CON3C(=O)c4ccccc4C3=O)[C@H](O)[C@H]2O1. The result is 0 (non-inhibitor).